From a dataset of Reaction yield outcomes from USPTO patents with 853,638 reactions. Predict the reaction yield, written as a fraction of the theoretical maximum amount of product (1.0 means a 100% yield; for example, 0.34 means a 34% yield). (1) The reactants are [CH3:1][C:2]1([CH3:16])[CH:11]=[CH:10][C:9]2[C:4](=[CH:5][CH:6]=[C:7]([NH:12][C:13](=O)[CH3:14])[CH:8]=2)[O:3]1.Cl.[CH3:18][C:19](=O)C=CC.[C:24]([OH:31])(=[O:30])/[CH:25]=[CH:26]\[C:27]([OH:29])=[O:28]. The catalyst is CO.[Fe](Cl)Cl.O.C1(C)C=CC=CC=1.C(O)CC. The product is [C:24]([OH:31])(=[O:30])/[CH:25]=[CH:26]\[C:27]([OH:29])=[O:28].[CH3:1][C:2]1([CH3:16])[O:3][C:4]2=[CH:5][C:6]3[C:18]([CH3:19])=[CH:14][C:13]([CH3:24])=[N:12][C:7]=3[CH:8]=[C:9]2[CH:10]=[CH:11]1. The yield is 0.628. (2) The reactants are [CH2:1]([C@@:5]1([CH2:28][CH3:29])[NH:11][C@H:10]([C:12]2[CH:17]=[CH:16][CH:15]=[CH:14][CH:13]=2)[C:9]2[CH:18]=[C:19]([O:24][CH3:25])[C:20]([CH:22]=O)=[CH:21][C:8]=2[S:7](=[O:27])(=[O:26])[CH2:6]1)[CH2:2][CH2:3][CH3:4].[NH2:30][CH2:31][CH2:32][C:33]([O:35][C:36]([CH3:39])([CH3:38])[CH3:37])=[O:34].C(O)(=O)C.C(=O)([O-])[O-].[Na+].[Na+]. The catalyst is ClCCCl. The product is [CH2:1]([C@@:5]1([CH2:28][CH3:29])[NH:11][C@H:10]([C:12]2[CH:17]=[CH:16][CH:15]=[CH:14][CH:13]=2)[C:9]2[CH:18]=[C:19]([O:24][CH3:25])[C:20]([CH2:22][NH:30][CH2:31][CH2:32][C:33]([O:35][C:36]([CH3:39])([CH3:38])[CH3:37])=[O:34])=[CH:21][C:8]=2[S:7](=[O:26])(=[O:27])[CH2:6]1)[CH2:2][CH2:3][CH3:4]. The yield is 0.800. (3) The reactants are [Mg].Br[C:3]1[CH:8]=[CH:7][C:6]([O:9][CH2:10][CH3:11])=[CH:5][CH:4]=1.COB(OC)OC.Br[C:20]1[CH:21]=[CH:22][C:23]([OH:28])=[C:24]([CH:27]=1)[CH:25]=[O:26].P([O-])([O-])([O-])=O.[K+].[K+].[K+].Cl. The catalyst is C1COCC1.O.C1(C)C=CC=CC=1. The product is [CH2:10]([O:9][C:6]1[CH:7]=[CH:8][C:3]([C:20]2[CH:21]=[CH:22][C:23]([OH:28])=[C:24]([CH:25]=[O:26])[CH:27]=2)=[CH:4][CH:5]=1)[CH3:11]. The yield is 0.730. (4) The reactants are C(N([CH2:6][CH3:7])CC)C.Cl[C:9](=[N:15][OH:16])[C:10]([O:12][CH2:13][CH3:14])=[O:11].O.[Cl:18]CCl. The catalyst is ClC(Cl)=C. The product is [Cl:18][C:6]1[O:16][N:15]=[C:9]([C:10]([O:12][CH2:13][CH3:14])=[O:11])[CH:7]=1. The yield is 0.390. (5) The reactants are [OH:1][CH2:2][CH2:3][CH2:4][C:5]1[C:10](=[O:11])[N:9](CC2C=CC(OC)=CC=2)[NH:8][C:7](=[O:21])[CH:6]=1.C1(OC)C=CC=CC=1. The catalyst is C(O)(C(F)(F)F)=O. The product is [OH:1][CH2:2][CH2:3][CH2:4][C:5]1[C:10](=[O:11])[NH:9][NH:8][C:7](=[O:21])[CH:6]=1. The yield is 0.920. (6) The reactants are [Br:1][C:2]1[C:3](F)=[C:4]2[C:10]([NH:11][C:12]([C:14]3[CH:18]=[CH:17][N:16]([CH3:19])[N:15]=3)=[O:13])=[CH:9][NH:8][C:5]2=[N:6][CH:7]=1.[NH:21]1[CH2:26][CH2:25][CH2:24][C@@H:23]([NH:27]C(=O)OC(C)(C)C)[CH2:22]1.CCN(C(C)C)C(C)C.C(O)(C(F)(F)F)=O.C(Cl)[Cl:52]. The catalyst is CN1C(=O)CCC1. The product is [ClH:52].[NH2:27][C@@H:23]1[CH2:24][CH2:25][CH2:26][N:21]([C:3]2[C:2]([Br:1])=[CH:7][N:6]=[C:5]3[NH:8][CH:9]=[C:10]([NH:11][C:12]([C:14]4[CH:18]=[CH:17][N:16]([CH3:19])[N:15]=4)=[O:13])[C:4]=23)[CH2:22]1. The yield is 0.0300. (7) The reactants are [CH2:1]([C:3]1[CH:4]=[C:5]([C:11]2[CH:12]=[C:13]3[C:17](=[CH:18][CH:19]=2)[C:16](=[O:20])[CH2:15][CH2:14]3)[CH:6]=[CH:7][C:8]=1[O:9]C)[CH3:2].B(Br)(Br)Br.O. The catalyst is C(Cl)Cl. The product is [CH2:1]([C:3]1[CH:4]=[C:5]([C:11]2[CH:12]=[C:13]3[C:17](=[CH:18][CH:19]=2)[C:16](=[O:20])[CH2:15][CH2:14]3)[CH:6]=[CH:7][C:8]=1[OH:9])[CH3:2]. The yield is 0.720. (8) The reactants are [Cl:1][C:2]1[CH:10]=[C:9]2[C:5]([CH2:6][C:7](=[O:11])[NH:8]2)=[CH:4][CH:3]=1.[Cl:12][C:13]1[O:17][C:16]([CH:18]=O)=[CH:15][CH:14]=1.N1CCCCC1. The catalyst is CO. The product is [Cl:1][C:2]1[CH:10]=[C:9]2[C:5](/[C:6](=[CH:18]/[C:16]3[O:17][C:13]([Cl:12])=[CH:14][CH:15]=3)/[C:7](=[O:11])[NH:8]2)=[CH:4][CH:3]=1. The yield is 0.970.